Dataset: Peptide-MHC class I binding affinity with 185,985 pairs from IEDB/IMGT. Task: Regression. Given a peptide amino acid sequence and an MHC pseudo amino acid sequence, predict their binding affinity value. This is MHC class I binding data. (1) The peptide sequence is LLLSICLGSL. The MHC is HLA-A02:03 with pseudo-sequence HLA-A02:03. The binding affinity (normalized) is 0.570. (2) The peptide sequence is WSFLEDRVY. The MHC is HLA-A01:01 with pseudo-sequence HLA-A01:01. The binding affinity (normalized) is 0.286. (3) The peptide sequence is RPNNNTRKSI. The MHC is HLA-A02:03 with pseudo-sequence HLA-A02:03. The binding affinity (normalized) is 0. (4) The peptide sequence is EIINNGISY. The MHC is HLA-B39:01 with pseudo-sequence HLA-B39:01. The binding affinity (normalized) is 0.0847.